This data is from Full USPTO retrosynthesis dataset with 1.9M reactions from patents (1976-2016). The task is: Predict the reactants needed to synthesize the given product. (1) Given the product [CH3:1][C:2]1[CH:3]=[CH:4][CH:5]=[C:6]2[C:10]=1[NH:9][C:8]([C:11]([N:30]1[CH2:31][CH2:32][N:27]([CH3:26])[CH2:28][CH2:29]1)=[O:13])=[CH:7]2, predict the reactants needed to synthesize it. The reactants are: [CH3:1][C:2]1[CH:3]=[CH:4][CH:5]=[C:6]2[C:10]=1[NH:9][C:8]([C:11]([OH:13])=O)=[CH:7]2.Cl.CN(C)CCCN=C=NCC.[CH3:26][N:27]1[CH2:32][CH2:31][NH:30][CH2:29][CH2:28]1. (2) Given the product [I:1][C:2]1[C:10]2[C:5](=[CH:6][CH:7]=[C:8]([C:11]3[S:15][C:14]([NH2:16])=[N:13][N:12]=3)[CH:9]=2)[N:4]([S:26]([C:29]2[CH:35]=[CH:34][C:32]([CH3:33])=[CH:31][CH:30]=2)(=[O:27])=[O:28])[CH:3]=1, predict the reactants needed to synthesize it. The reactants are: [I:1][C:2]1[C:10]2[C:5](=[CH:6][CH:7]=[C:8]([C:11]3[S:15][C:14]([NH:16]CC4C=CC(OC)=CC=4)=[N:13][N:12]=3)[CH:9]=2)[N:4]([S:26]([C:29]2[CH:35]=[CH:34][C:32]([CH3:33])=[CH:31][CH:30]=2)(=[O:28])=[O:27])[CH:3]=1.C(O)(C(F)(F)F)=O. (3) Given the product [Cl:17][C:18]1[CH:19]=[C:20]([C:2]2[C:11]3[CH2:10][CH2:9][CH2:8][CH:7]([NH:12][C:13](=[O:16])[CH2:14][CH3:15])[C:6]=3[CH:5]=[N:4][CH:3]=2)[CH:21]=[CH:22][C:23]=1[F:24], predict the reactants needed to synthesize it. The reactants are: Br[C:2]1[C:11]2[CH2:10][CH2:9][CH2:8][CH:7]([NH:12][C:13](=[O:16])[CH2:14][CH3:15])[C:6]=2[CH:5]=[N:4][CH:3]=1.[Cl:17][C:18]1[CH:19]=[C:20](B(O)O)[CH:21]=[CH:22][C:23]=1[F:24]. (4) The reactants are: [Cl:1][C:2]1[CH:8]=[C:7]([CH3:9])[CH:6]=[C:5]([CH3:10])[C:3]=1[NH2:4].C(N(C(C)C)CC)(C)C.[Cl:20][CH2:21][CH2:22][CH2:23][CH2:24][C:25](Cl)=[O:26].CCCCCC. Given the product [Cl:1][C:2]1[CH:8]=[C:7]([CH3:9])[CH:6]=[C:5]([CH3:10])[C:3]=1[NH:4][C:25](=[O:26])[CH2:24][CH2:23][CH2:22][CH2:21][Cl:20], predict the reactants needed to synthesize it. (5) The reactants are: Br[C:2]1[CH:3]=[C:4]2[C:9](=[C:10]([N:12]3[CH2:17][CH2:16][N:15]([C:18]([O:20][C:21]([CH3:24])([CH3:23])[CH3:22])=[O:19])[CH2:14][CH2:13]3)[CH:11]=1)[N:8]=[C:7](/[CH:25]=[CH:26]/[C:27]([O:29][CH3:30])=[O:28])[CH:6]=[CH:5]2.C(=O)([O-])[O-].[K+].[K+].[CH2:37](B(CC)CC)[CH3:38]. Given the product [CH2:37]([C:2]1[CH:3]=[C:4]2[C:9](=[C:10]([N:12]3[CH2:13][CH2:14][N:15]([C:18]([O:20][C:21]([CH3:24])([CH3:23])[CH3:22])=[O:19])[CH2:16][CH2:17]3)[CH:11]=1)[N:8]=[C:7](/[CH:25]=[CH:26]/[C:27]([O:29][CH3:30])=[O:28])[CH:6]=[CH:5]2)[CH3:38], predict the reactants needed to synthesize it. (6) Given the product [NH:26]1[C:34]2[C:29](=[CH:30][C:31]([CH2:35][N:7]3[C:2](=[O:1])[CH:3]=[CH:4][C:5]([C:8]4[CH:25]=[CH:24][C:11]([C:12]([NH:14][CH2:15][CH2:16][CH2:17][N:18]5[CH2:23][CH2:22][CH2:21][CH2:20][CH2:19]5)=[O:13])=[CH:10][CH:9]=4)=[N:6]3)=[CH:32][CH:33]=2)[CH:28]=[N:27]1, predict the reactants needed to synthesize it. The reactants are: [O:1]=[C:2]1[NH:7][N:6]=[C:5]([C:8]2[CH:25]=[CH:24][C:11]([C:12]([NH:14][CH2:15][CH2:16][CH2:17][N:18]3[CH2:23][CH2:22][CH2:21][CH2:20][CH2:19]3)=[O:13])=[CH:10][CH:9]=2)[CH:4]=[CH:3]1.[NH:26]1[C:34]2[C:29](=[CH:30][C:31]([CH2:35]O)=[CH:32][CH:33]=2)[CH:28]=[N:27]1.C1(P(C2C=CC=CC=2)C2C=CC=CC=2)C=CC=CC=1.N(C(OCC)=O)=NC(OCC)=O. (7) Given the product [CH2:1]([O:3][C:4](=[O:21])[C:5]1[CH:6]=[C:7]([O:12][C:13]2[CH:18]=[CH:17][C:16]([C:19]#[N:20])=[CH:15][CH:14]=2)[CH:8]=[C:9]([O:11][CH2:31][CH2:30][CH2:29][NH:28][C:27]([O:26][C:22]([CH3:23])([CH3:25])[CH3:24])=[O:33])[CH:10]=1)[CH3:2], predict the reactants needed to synthesize it. The reactants are: [CH2:1]([O:3][C:4](=[O:21])[C:5]1[CH:10]=[C:9]([OH:11])[CH:8]=[C:7]([O:12][C:13]2[CH:18]=[CH:17][C:16]([C:19]#[N:20])=[CH:15][CH:14]=2)[CH:6]=1)[CH3:2].[C:22]([O:26][C:27](=[O:33])[NH:28][CH2:29][CH2:30][CH2:31]Br)([CH3:25])([CH3:24])[CH3:23]. (8) The reactants are: [F:1][C:2]1[C:3](I)=[CH:4][CH:5]=[C:6]2[C:10]=1[N:9]([CH3:11])[C:8](=[O:12])[C:7]2([CH3:14])[CH3:13].[N:16]1[CH:21]=[CH:20][CH:19]=[C:18](B(O)O)[CH:17]=1. Given the product [F:1][C:2]1[C:3]([C:18]2[CH:17]=[N:16][CH:21]=[CH:20][CH:19]=2)=[CH:4][CH:5]=[C:6]2[C:10]=1[N:9]([CH3:11])[C:8](=[O:12])[C:7]2([CH3:14])[CH3:13], predict the reactants needed to synthesize it. (9) Given the product [F:3][C:4]1[CH:16]=[C:15]([CH3:17])[CH:14]=[CH:13][C:5]=1[CH:6]([OH:7])[CH:8]1[CH2:10][CH:9]1[C:11]#[N:12], predict the reactants needed to synthesize it. The reactants are: [BH4-].[Na+].[F:3][C:4]1[CH:16]=[C:15]([CH3:17])[CH:14]=[CH:13][C:5]=1[C:6]([CH:8]1[CH2:10][CH:9]1[C:11]#[N:12])=[O:7].[Cl-].[NH4+]. (10) Given the product [F:18][C:19]([F:32])([F:31])[S:20]([O:1][C:2]1[CH:7]=[CH:6][C:5]([C:8](=[O:10])[CH3:9])=[C:4]([CH3:11])[CH:3]=1)(=[O:22])=[O:21], predict the reactants needed to synthesize it. The reactants are: [OH:1][C:2]1[CH:7]=[CH:6][C:5]([C:8](=[O:10])[CH3:9])=[C:4]([CH3:11])[CH:3]=1.N1C=CC=CC=1.[F:18][C:19]([F:32])([F:31])[S:20](O[S:20]([C:19]([F:32])([F:31])[F:18])(=[O:22])=[O:21])(=[O:22])=[O:21].